This data is from Catalyst prediction with 721,799 reactions and 888 catalyst types from USPTO. The task is: Predict which catalyst facilitates the given reaction. (1) Reactant: [CH2:1]([CH:8]([NH:22][C:23]([C:25]1[CH:34]=[N:33][C:32]2[C:27](=[CH:28][CH:29]=[CH:30][CH:31]=2)[N:26]=1)=[O:24])[CH:9]([OH:21])[CH2:10][CH:11]([C:18](=[NH:20])[NH2:19])[CH2:12][CH2:13][C:14]([F:17])([CH3:16])[CH3:15])[C:2]1[CH:7]=[CH:6][CH:5]=[CH:4][CH:3]=1.C(N(CC)CC)C.[CH3:42][S:43](Cl)(=[O:45])=[O:44]. Product: [NH2:20][C:18](=[N:19][S:43]([CH3:42])(=[O:45])=[O:44])[CH:11]([CH2:12][CH2:13][C:14]([F:17])([CH3:16])[CH3:15])[CH2:10][CH:9]([OH:21])[CH:8]([NH:22][C:23]([C:25]1[CH:34]=[N:33][C:32]2[C:27](=[CH:28][CH:29]=[CH:30][CH:31]=2)[N:26]=1)=[O:24])[CH2:1][C:2]1[CH:7]=[CH:6][CH:5]=[CH:4][CH:3]=1. The catalyst class is: 2. (2) Reactant: [NH:1]1[C:9]2[C:4](=[CH:5][C:6]([NH:10][C:11]3[CH:16]=[C:15](Cl)[N:14]=[C:13]([C:18]4[CH:19]=[C:20]([CH:29]=[CH:30][CH:31]=4)[O:21][CH2:22][C:23]([NH:25][CH:26]([CH3:28])[CH3:27])=[O:24])[N:12]=3)=[CH:7][CH:8]=2)[CH:3]=[N:2]1.[NH:32]1[CH2:37][CH2:36][NH:35][CH2:34][CH2:33]1. Product: [NH:1]1[C:9]2[C:4](=[CH:5][C:6]([NH:10][C:11]3[CH:16]=[C:15]([N:32]4[CH2:37][CH2:36][NH:35][CH2:34][CH2:33]4)[N:14]=[C:13]([C:18]4[CH:19]=[C:20]([CH:29]=[CH:30][CH:31]=4)[O:21][CH2:22][C:23]([NH:25][CH:26]([CH3:28])[CH3:27])=[O:24])[N:12]=3)=[CH:7][CH:8]=2)[CH:3]=[N:2]1. The catalyst class is: 424. (3) Reactant: F[C:2]1[CH:7]=[CH:6][C:5]([N+:8]([O-:10])=[O:9])=[CH:4][C:3]=1[C:11]([F:14])([F:13])[F:12].[CH3:15][S:16]([O-:18])=[O:17].[Na+]. Product: [CH3:15][S:16]([C:2]1[CH:7]=[CH:6][C:5]([N+:8]([O-:10])=[O:9])=[CH:4][C:3]=1[C:11]([F:14])([F:13])[F:12])(=[O:18])=[O:17]. The catalyst class is: 16. (4) Reactant: [CH2:1]([S:3]([O:6][C:7]1[CH:12]=[CH:11][C:10]([CH3:13])=[CH:9][C:8]=1[CH:14]([C:18]1[CH:23]=[CH:22][CH:21]=[CH:20][CH:19]=1)[CH2:15][CH2:16]I)(=[O:5])=[O:4])[CH3:2].[CH:24]([NH:27][CH:28]([CH3:30])[CH3:29])([CH3:26])[CH3:25]. Product: [CH:24]([N:27]([CH2:16][CH2:15][CH:14]([C:8]1[CH:9]=[C:10]([CH3:13])[CH:11]=[CH:12][C:7]=1[O:6][S:3]([CH2:1][CH3:2])(=[O:5])=[O:4])[C:18]1[CH:23]=[CH:22][CH:21]=[CH:20][CH:19]=1)[CH:28]([CH3:30])[CH3:29])([CH3:26])[CH3:25]. The catalyst class is: 10.